The task is: Regression. Given a peptide amino acid sequence and an MHC pseudo amino acid sequence, predict their binding affinity value. This is MHC class I binding data.. This data is from Peptide-MHC class I binding affinity with 185,985 pairs from IEDB/IMGT. (1) The peptide sequence is TLSPAHLINK. The MHC is HLA-A31:01 with pseudo-sequence HLA-A31:01. The binding affinity (normalized) is 0.526. (2) The peptide sequence is KSLYDEHIKK. The MHC is HLA-A03:01 with pseudo-sequence HLA-A03:01. The binding affinity (normalized) is 0.362. (3) The peptide sequence is EDNENPLII. The MHC is H-2-Db with pseudo-sequence H-2-Db. The binding affinity (normalized) is 0.0641. (4) The peptide sequence is STNTLPTEY. The MHC is HLA-B39:01 with pseudo-sequence HLA-B39:01. The binding affinity (normalized) is 0.0847. (5) The binding affinity (normalized) is 0.266. The peptide sequence is MAFILGIIIT. The MHC is HLA-A02:03 with pseudo-sequence HLA-A02:03. (6) The peptide sequence is FEMKAPFSSL. The MHC is HLA-B15:03 with pseudo-sequence HLA-B15:03. The binding affinity (normalized) is 0.358. (7) The peptide sequence is LYSLWTKRK. The MHC is HLA-A23:01 with pseudo-sequence HLA-A23:01. The binding affinity (normalized) is 0.491. (8) The peptide sequence is RVVRPWGSY. The MHC is HLA-B39:01 with pseudo-sequence HLA-B39:01. The binding affinity (normalized) is 0.0847. (9) The peptide sequence is VLPHLCLDYK. The MHC is HLA-A03:01 with pseudo-sequence HLA-A03:01. The binding affinity (normalized) is 0.698. (10) The peptide sequence is NITRLEVIGL. The MHC is HLA-A68:02 with pseudo-sequence HLA-A68:02. The binding affinity (normalized) is 0.473.